The task is: Predict which catalyst facilitates the given reaction.. This data is from Catalyst prediction with 721,799 reactions and 888 catalyst types from USPTO. (1) Reactant: [C:1]([C:5]1[CH:6]=[C:7]2[C:12](=[C:13]([F:15])[CH:14]=1)[C:11](=[O:16])[N:10]([C:17]1[N:24]=[CH:23][CH:22]=[C:21]([C:25]3[CH:30]=[C:29]([NH:31][C:32]4[CH:37]=[CH:36][C:35]([C:38]([N:40]5[CH2:45][CH2:44][O:43][CH2:42][CH2:41]5)=[O:39])=[CH:34][N:33]=4)[C:28](=[O:46])[N:27]([CH3:47])[CH:26]=3)[C:18]=1[CH:19]=[O:20])[N:9]=[CH:8]2)([CH3:4])([CH3:3])[CH3:2].ClCCl.[BH4-].[Na+].[NH4+].[Cl-]. Product: [C:1]([C:5]1[CH:6]=[C:7]2[C:12](=[C:13]([F:15])[CH:14]=1)[C:11](=[O:16])[N:10]([C:17]1[C:18]([CH2:19][OH:20])=[C:21]([C:25]3[CH:30]=[C:29]([NH:31][C:32]4[CH:37]=[CH:36][C:35]([C:38]([N:40]5[CH2:45][CH2:44][O:43][CH2:42][CH2:41]5)=[O:39])=[CH:34][N:33]=4)[C:28](=[O:46])[N:27]([CH3:47])[CH:26]=3)[CH:22]=[CH:23][N:24]=1)[N:9]=[CH:8]2)([CH3:4])([CH3:2])[CH3:3]. The catalyst class is: 72. (2) Reactant: [F:1][C:2]1[CH:3]=[C:4]([CH:16]=[CH:17][C:18]=1[C:19]([F:22])([F:21])[F:20])[C:5]([NH:7][CH2:8][CH2:9][C:10]1[CH:15]=[CH:14][CH:13]=[CH:12][CH:11]=1)=O.O=P12OP3(OP(OP(O3)(O1)=O)(=O)O2)=O.P(Cl)(Cl)(Cl)=O. Product: [F:1][C:2]1[CH:3]=[C:4]([C:5]2[C:15]3[C:10](=[CH:11][CH:12]=[CH:13][CH:14]=3)[CH2:9][CH2:8][N:7]=2)[CH:16]=[CH:17][C:18]=1[C:19]([F:22])([F:21])[F:20]. The catalyst class is: 11.